Dataset: Reaction yield outcomes from USPTO patents with 853,638 reactions. Task: Predict the reaction yield, written as a fraction of the theoretical maximum amount of product (1.0 means a 100% yield; for example, 0.34 means a 34% yield). (1) The reactants are C[O:2][C:3]1[CH:8]=[C:7]([C:9]([F:12])([F:11])[F:10])[CH:6]=[C:5]([N+:13]([O-:15])=[O:14])[CH:4]=1.B(Br)(Br)Br. The catalyst is C(Cl)Cl. The product is [N+:13]([C:5]1[CH:4]=[C:3]([OH:2])[CH:8]=[C:7]([C:9]([F:10])([F:11])[F:12])[CH:6]=1)([O-:15])=[O:14]. The yield is 0.370. (2) The reactants are [CH2:1]([N:8]1[CH2:13][C:12](=[O:14])[NH:11][C:10]2[CH:15]=[C:16]([CH2:19]O)[CH:17]=[N:18][C:9]1=2)[C:2]1[CH:7]=[CH:6][CH:5]=[CH:4][CH:3]=1.[I-].C(C[P+](C)(C)C)#N.C(N(C(C)C)C(C)C)C.Cl.[Cl:39][C:40]1[CH:45]=[CH:44][C:43]([N:46]2[CH2:51][CH2:50][NH:49][CH2:48][CH2:47]2)=[CH:42][CH:41]=1. The catalyst is C(#N)CC.O. The product is [CH2:1]([N:8]1[CH2:13][C:12](=[O:14])[NH:11][C:10]2[CH:15]=[C:16]([CH2:19][N:49]3[CH2:48][CH2:47][N:46]([C:43]4[CH:42]=[CH:41][C:40]([Cl:39])=[CH:45][CH:44]=4)[CH2:51][CH2:50]3)[CH:17]=[N:18][C:9]1=2)[C:2]1[CH:7]=[CH:6][CH:5]=[CH:4][CH:3]=1. The yield is 0.400. (3) The reactants are Br[C:2]1[C:6]2[N:7]=[CH:8][N:9]=[C:10]([Cl:11])[C:5]=2[NH:4][CH:3]=1.[Li]C(C)(C)C.[F:17][C:18]([F:38])([F:37])[C:19]([C:21]1[CH:22]=[C:23]2[C:27](=[CH:28][CH:29]=1)[N:26]([C:30]1[CH:35]=[CH:34][C:33]([F:36])=[CH:32][CH:31]=1)[N:25]=[CH:24]2)=[O:20]. The catalyst is C1COCC1. The product is [Cl:11][C:10]1[C:5]2[NH:4][CH:3]=[C:2]([C:19]([C:21]3[CH:22]=[C:23]4[C:27](=[CH:28][CH:29]=3)[N:26]([C:30]3[CH:35]=[CH:34][C:33]([F:36])=[CH:32][CH:31]=3)[N:25]=[CH:24]4)([OH:20])[C:18]([F:37])([F:17])[F:38])[C:6]=2[N:7]=[CH:8][N:9]=1. The yield is 0.320. (4) The reactants are [OH:1][C:2]1[CH:7]=[CH:6][C:5]([CH2:8][CH2:9][C:10]([OH:12])=O)=[CH:4][C:3]=1[O:13][CH3:14]. The catalyst is CS(O)(=O)=O. The product is [OH:1][C:2]1[CH:7]=[C:6]2[C:5]([CH2:8][CH2:9][C:10]2=[O:12])=[CH:4][C:3]=1[O:13][CH3:14]. The yield is 0.826. (5) The catalyst is C1COCC1. The reactants are [CH3:1][CH:2]([CH3:29])[C@@H:3]([O:19][CH2:20][CH2:21][O:22][C:23]1[CH:28]=[CH:27][CH:26]=[CH:25][CH:24]=1)[C:4]([NH:6][C@H:7]([C:9]1[CH:18]=[CH:17][C:12]([C:13]([O:15]C)=[O:14])=[CH:11][CH:10]=1)[CH3:8])=[O:5].[OH-].[Na+]. The yield is 0.690. The product is [CH3:1][CH:2]([CH3:29])[C@@H:3]([O:19][CH2:20][CH2:21][O:22][C:23]1[CH:28]=[CH:27][CH:26]=[CH:25][CH:24]=1)[C:4]([NH:6][C@H:7]([C:9]1[CH:18]=[CH:17][C:12]([C:13]([OH:15])=[O:14])=[CH:11][CH:10]=1)[CH3:8])=[O:5]. (6) The reactants are [Br:1][C:2]1[CH:7]=[C:6]([F:8])[CH:5]=[C:4]([Br:9])[C:3]=1I.C([Mg]Cl)(C)C.CN([CH:19]=[O:20])C. The catalyst is C1(C)C=CC=CC=1. The product is [Br:1][C:2]1[CH:7]=[C:6]([F:8])[CH:5]=[C:4]([Br:9])[C:3]=1[CH:19]=[O:20]. The yield is 0.540. (7) The reactants are [F:1][O:2][P:3]([CH2:7][C:8]1[CH:13]=[CH:12][C:11]([CH2:14][N:15]([CH2:27][C:28]2[CH:33]=[CH:32][C:31]([C:34]3[CH:35]=[C:36]([CH2:40][C:41]([O:43]C)=[O:42])[CH:37]=[CH:38][CH:39]=3)=[CH:30][CH:29]=2)[S:16]([C:19]2[CH:24]=[CH:23][CH:22]=[CH:21][C:20]=2[O:25][CH3:26])(=[O:18])=[O:17])=[CH:10][C:9]=1[Cl:45])([O:5][F:6])=[O:4]. The catalyst is [Li+].[OH-]. The product is [F:6][O:5][P:3]([CH2:7][C:8]1[CH:13]=[CH:12][C:11]([CH2:14][N:15]([CH2:27][C:28]2[CH:33]=[CH:32][C:31]([C:34]3[CH:35]=[C:36]([CH2:40][C:41]([OH:43])=[O:42])[CH:37]=[CH:38][CH:39]=3)=[CH:30][CH:29]=2)[S:16]([C:19]2[CH:24]=[CH:23][CH:22]=[CH:21][C:20]=2[O:25][CH3:26])(=[O:18])=[O:17])=[CH:10][C:9]=1[Cl:45])([O:2][F:1])=[O:4]. The yield is 0.850. (8) The reactants are C(OC([N:8]1[CH2:21][CH2:20][N:19]2[CH:10]([C:11](=[O:36])[NH:12][C:13]3[C:18]2=[N:17][CH:16]=[C:15]([CH2:22][N:23]2[CH2:28][CH2:27][N:26]([C:29]4[CH:34]=[CH:33][C:32]([Cl:35])=[CH:31][CH:30]=4)[CH2:25][CH2:24]2)[CH:14]=3)[CH2:9]1)=O)(C)(C)C.FC(F)(F)C(O)=O. The catalyst is ClCCl. The product is [Cl:35][C:32]1[CH:33]=[CH:34][C:29]([N:26]2[CH2:25][CH2:24][N:23]([CH2:22][C:15]3[CH:14]=[C:13]4[C:18]([N:19]5[CH:10]([C:11](=[O:36])[NH:12]4)[CH2:9][NH:8][CH2:21][CH2:20]5)=[N:17][CH:16]=3)[CH2:28][CH2:27]2)=[CH:30][CH:31]=1. The yield is 0.0880. (9) The reactants are C1(P(C2C=CC=CC=2)C2C=CC=CC=2)C=CC=CC=1.N(C(OCC)=O)=NC(OCC)=O.[CH3:32][O:33][C:34](=[O:51])/[CH:35]=[CH:36]/[C:37]1[CH:42]=[CH:41][C:40]([CH2:43][N:44]2[CH2:48][CH2:47][CH2:46][C@@H:45]2[CH2:49]O)=[CH:39][CH:38]=1.C1(P([N:66]=[N+:67]=[N-:68])(C2C=CC=CC=2)=O)C=CC=CC=1. The catalyst is O1CCCC1.O. The product is [CH3:32][O:33][C:34](=[O:51])/[CH:35]=[CH:36]/[C:37]1[CH:42]=[CH:41][C:40]([CH2:43][N:44]2[CH2:48][CH2:47][CH2:46][C@@H:45]2[CH2:49][N:66]=[N+:67]=[N-:68])=[CH:39][CH:38]=1. The yield is 0.250. (10) The reactants are [Cl:1][C:2]1[CH:10]=[CH:9][C:8]([N:11]([CH3:20])[S:12]([C:15]2[S:16][CH:17]=[CH:18][CH:19]=2)(=[O:14])=[O:13])=[C:7]2[C:3]=1[CH:4]=[C:5]([C:21]1[S:22][C:23]([CH2:26]O)=[CH:24][N:25]=1)[NH:6]2.O1[CH2:32][CH2:31]CC1.S(Cl)(Cl)=O.[OH2:37]. No catalyst specified. The product is [C:7]([N:6]1[CH2:32][CH2:31][N:25]([CH2:26][C:23]2[S:22][C:21]([C:5]3[NH:6][C:7]4[C:3]([CH:4]=3)=[C:2]([Cl:1])[CH:10]=[CH:9][C:8]=4[N:11]([CH3:20])[S:12]([C:15]3[S:16][CH:17]=[CH:18][CH:19]=3)(=[O:14])=[O:13])=[N:25][CH:24]=2)[CH2:21][CH2:5]1)(=[O:37])[CH3:3]. The yield is 0.250.